Task: Predict the product of the given reaction.. Dataset: Forward reaction prediction with 1.9M reactions from USPTO patents (1976-2016) (1) Given the reactants F[C:2]1[N:7]2[CH:8]=[C:9]([CH2:11][N:12]3[C@H:25]4[C@H:16]([CH2:17][CH2:18][C:19]5[C:24]4=[N:23][CH:22]=[CH:21][CH:20]=5)[CH2:15][CH2:14][CH2:13]3)[N:10]=[C:6]2[CH:5]=[CH:4][CH:3]=1.[CH2:26]([N:28]1[CH2:33][CH2:32][NH:31][CH2:30][CH2:29]1)[CH3:27], predict the reaction product. The product is: [CH2:26]([N:28]1[CH2:33][CH2:32][N:31]([C:2]2[N:7]3[CH:8]=[C:9]([CH2:11][N:12]4[C@H:25]5[C@H:16]([CH2:17][CH2:18][C:19]6[C:24]5=[N:23][CH:22]=[CH:21][CH:20]=6)[CH2:15][CH2:14][CH2:13]4)[N:10]=[C:6]3[CH:5]=[CH:4][CH:3]=2)[CH2:30][CH2:29]1)[CH3:27]. (2) Given the reactants C[O-].[Na+].[CH2:4]([O:6][CH:7]([O:10][CH2:11][CH3:12])[C:8]#[N:9])[CH3:5].[CH3:13][O:14][C:15]1[CH:22]=[CH:21][C:18]([CH2:19][NH2:20])=[CH:17][CH:16]=1, predict the reaction product. The product is: [CH2:4]([O:6][CH:7]([O:10][CH2:11][CH3:12])[C:8](=[NH:9])[NH:20][CH2:19][C:18]1[CH:21]=[CH:22][C:15]([O:14][CH3:13])=[CH:16][CH:17]=1)[CH3:5]. (3) Given the reactants [Cl:1][C:2]1[CH:3]=[C:4]([C:9]2([CH:13]([OH:20])[CH2:14][NH:15][CH:16]([CH3:19])[CH2:17][F:18])[CH2:12][CH2:11][CH2:10]2)[CH:5]=[CH:6][C:7]=1[Cl:8].Cl, predict the reaction product. The product is: [Cl-:1].[Cl:1][C:2]1[CH:3]=[C:4]([C:9]2([CH:13]([OH:20])[CH2:14][NH2+:15][CH:16]([CH3:19])[CH2:17][F:18])[CH2:12][CH2:11][CH2:10]2)[CH:5]=[CH:6][C:7]=1[Cl:8]. (4) Given the reactants Br[C:2]1[CH:6]=[CH:5][N:4]([CH2:7][C:8]23[CH2:17][CH:12]4[CH2:13][CH:14]([CH2:16][CH:10]([CH2:11]4)[CH2:9]2)[CH2:15]3)[N:3]=1.NC(N)=[S:20].Br, predict the reaction product. The product is: [N:4]1([CH2:7][C:8]23[CH2:17][CH:12]4[CH2:13][CH:14]([CH2:16][C:10]([SH:20])([CH2:11]4)[CH2:9]2)[CH2:15]3)[CH:5]=[CH:6][CH:2]=[N:3]1. (5) Given the reactants [NH2:1][C:2]1[CH:3]=[C:4]([C:8]2[N:17]=[C:16]([NH:18][C:19]3[CH:20]=[C:21]4[C:25](=[CH:26][CH:27]=3)[N:24]([C:28]([O:30][C:31]([CH3:34])([CH3:33])[CH3:32])=[O:29])[N:23]=[CH:22]4)[C:15]3[C:10](=[CH:11][CH:12]=[CH:13][CH:14]=3)[N:9]=2)[CH:5]=[CH:6][CH:7]=1.CCN(CC)CC.[C:42](Cl)(=O)[O:43]C1C=CC([N+]([O-])=O)=CC=1.[CH3:55][N:56]([CH3:60])[CH2:57][CH2:58][NH2:59], predict the reaction product. The product is: [CH3:55][N:56]([CH3:60])[CH2:57][CH2:58][NH:59][C:42](=[O:43])[NH:1][C:2]1[CH:3]=[C:4]([C:8]2[N:17]=[C:16]([NH:18][C:19]3[CH:20]=[C:21]4[C:25](=[CH:26][CH:27]=3)[N:24]([C:28]([O:30][C:31]([CH3:34])([CH3:33])[CH3:32])=[O:29])[N:23]=[CH:22]4)[C:15]3[C:10](=[CH:11][CH:12]=[CH:13][CH:14]=3)[N:9]=2)[CH:5]=[CH:6][CH:7]=1. (6) Given the reactants [S:1]1[C:5]2[CH:6]=[CH:7][CH:8]=[CH:9][C:4]=2[C:3]([N:10]2[CH2:15][CH2:14][N:13]([CH2:16][CH2:17][CH2:18][C:19]3[CH:20]=[CH:21][CH:22]=[C:23]4[C:28]=3[NH:27][CH2:26][CH2:25][C:24]4([CH3:30])[CH3:29])[CH2:12][CH2:11]2)=[N:2]1.[C:31](Cl)(=[O:33])[CH3:32].Cl, predict the reaction product. The product is: [S:1]1[C:5]2[CH:6]=[CH:7][CH:8]=[CH:9][C:4]=2[C:3]([N:10]2[CH2:15][CH2:14][N:13]([CH2:16][CH2:17][CH2:18][C:19]3[CH:20]=[CH:21][CH:22]=[C:23]4[C:28]=3[N:27]([C:31](=[O:33])[CH3:32])[CH2:26][CH2:25][C:24]4([CH3:30])[CH3:29])[CH2:12][CH2:11]2)=[N:2]1.